Predict the reactants needed to synthesize the given product. From a dataset of Full USPTO retrosynthesis dataset with 1.9M reactions from patents (1976-2016). (1) Given the product [ClH:1].[NH2:8][CH:9]([CH2:10][CH3:11])[C:12]([C:14]1[O:15][C:16]2[CH:22]=[CH:21][CH:20]=[CH:19][C:17]=2[N:18]=1)=[O:13], predict the reactants needed to synthesize it. The reactants are: [ClH:1].C(OC(=O)[NH:8][CH:9]([C:12]([C:14]1[O:15][C:16]2[CH:22]=[CH:21][CH:20]=[CH:19][C:17]=2[N:18]=1)=[O:13])[CH2:10][CH3:11])(C)(C)C. (2) The reactants are: [CH:1]1([S:4]([N:7]2[CH:11]=[C:10](B3OC(C)(C)C(C)(C)O3)[CH:9]=[N:8]2)(=[O:6])=[O:5])[CH2:3][CH2:2]1.Cl[C:22]1[N:27]=[C:26]([NH:28][C:29]2[N:34]=[CH:33][C:32]3[N:35]=[C:36]([CH3:41])[N:37]([CH:38]([CH3:40])[CH3:39])[C:31]=3[CH:30]=2)[CH:25]=[CH:24][N:23]=1.C([O-])([O-])=O.[Na+].[Na+]. Given the product [CH:1]1([S:4]([N:7]2[CH:11]=[C:10]([C:22]3[N:27]=[C:26]([NH:28][C:29]4[N:34]=[CH:33][C:32]5[N:35]=[C:36]([CH3:41])[N:37]([CH:38]([CH3:39])[CH3:40])[C:31]=5[CH:30]=4)[CH:25]=[CH:24][N:23]=3)[CH:9]=[N:8]2)(=[O:5])=[O:6])[CH2:2][CH2:3]1, predict the reactants needed to synthesize it.